From a dataset of Peptide-MHC class I binding affinity with 185,985 pairs from IEDB/IMGT. Regression. Given a peptide amino acid sequence and an MHC pseudo amino acid sequence, predict their binding affinity value. This is MHC class I binding data. The peptide sequence is WTLETLPRV. The MHC is HLA-A02:01 with pseudo-sequence HLA-A02:01. The binding affinity (normalized) is 0.689.